Dataset: Forward reaction prediction with 1.9M reactions from USPTO patents (1976-2016). Task: Predict the product of the given reaction. (1) Given the reactants Cl[C:2]1[CH:7]=[C:6]([N:8]2[CH2:13][CH2:12][N:11]([C:14]([O:16][C:17]([CH3:20])([CH3:19])[CH3:18])=[O:15])[CH2:10][CH2:9]2)[CH:5]=[CH:4][N:3]=1.[F:21][C:22]1[CH:27]=[C:26]([F:28])[CH:25]=[CH:24][C:23]=1B(O)O.C(=O)([O-])[O-].[Na+].[Na+].C1(C)C=CC=CC=1, predict the reaction product. The product is: [F:21][C:22]1[CH:27]=[C:26]([F:28])[CH:25]=[CH:24][C:23]=1[C:2]1[CH:7]=[C:6]([N:8]2[CH2:13][CH2:12][N:11]([C:14]([O:16][C:17]([CH3:20])([CH3:19])[CH3:18])=[O:15])[CH2:10][CH2:9]2)[CH:5]=[CH:4][N:3]=1. (2) Given the reactants [CH3:1][C:2]([CH3:39])([CH3:38])[C@@H:3]([NH:11][C:12]([C:14]1[C:22]2[C:17](=[N:18][CH:19]=[C:20]([C:23]3[CH:24]=[N:25][N:26]([CH2:28][CH3:29])[CH:27]=3)[N:21]=2)[N:16](COCC[Si](C)(C)C)[CH:15]=1)=[O:13])[C:4]([N:6]1[CH2:10][CH2:9][CH2:8][CH2:7]1)=[O:5].C(O)(C(F)(F)F)=O, predict the reaction product. The product is: [CH3:1][C:2]([CH3:38])([CH3:39])[C@@H:3]([NH:11][C:12]([C:14]1[C:22]2[C:17](=[N:18][CH:19]=[C:20]([C:23]3[CH:24]=[N:25][N:26]([CH2:28][CH3:29])[CH:27]=3)[N:21]=2)[NH:16][CH:15]=1)=[O:13])[C:4]([N:6]1[CH2:10][CH2:9][CH2:8][CH2:7]1)=[O:5]. (3) Given the reactants Cl[C:2]1[CH:3]=[CH:4][C:5]2[N:6]([C:8]([C:12]([O-:14])=[O:13])=[C:9]([CH3:11])[N:10]=2)[N:7]=1.[F:15][C:16]([F:27])([F:26])[C:17]1[CH:22]=[CH:21][CH:20]=[CH:19][C:18]=1B(O)O.C([O-])([O-])=O.[Cs+].[Cs+].[Li+].[OH-], predict the reaction product. The product is: [CH3:11][C:9]1[N:10]=[C:5]2[CH:4]=[CH:3][C:2]([C:18]3[CH:19]=[CH:20][CH:21]=[CH:22][C:17]=3[C:16]([F:27])([F:26])[F:15])=[N:7][N:6]2[C:8]=1[C:12]([OH:14])=[O:13]. (4) Given the reactants [CH3:1][O:2][C:3]1[CH:4]=[C:5]([SH:9])[CH:6]=[CH:7][CH:8]=1.CS(O[CH2:15][C@@H:16]1[C@:25]2([CH3:26])[C@H:20]([C:21]([CH3:28])([CH3:27])[CH2:22][CH2:23][CH2:24]2)[CH2:19][CH2:18][C@:17]1([OH:30])[CH3:29])(=O)=O.C([O-])([O-])=O.[Cs+].[Cs+], predict the reaction product. The product is: [CH3:1][O:2][C:3]1[CH:4]=[C:5]([S:9][CH2:15][C@@H:16]2[C@:25]3([CH3:26])[C@H:20]([C:21]([CH3:28])([CH3:27])[CH2:22][CH2:23][CH2:24]3)[CH2:19][CH2:18][C@@:17]2([CH3:29])[OH:30])[CH:6]=[CH:7][CH:8]=1. (5) Given the reactants C(OC([N:11]1[CH2:16][CH2:15][N:14]([C:17]([C@H:19]2[CH2:24][N:23]([CH:25]([CH3:27])[CH3:26])[CH2:22][CH2:21][N:20]2[C:28]([O:30][C:31]([CH3:34])([CH3:33])[CH3:32])=[O:29])=[O:18])[CH2:13][CH2:12]1)=O)C1C=CC=CC=1, predict the reaction product. The product is: [CH:25]([N:23]1[CH2:22][CH2:21][N:20]([C:28]([O:30][C:31]([CH3:34])([CH3:32])[CH3:33])=[O:29])[C@@H:19]([C:17]([N:14]2[CH2:13][CH2:12][NH:11][CH2:16][CH2:15]2)=[O:18])[CH2:24]1)([CH3:27])[CH3:26]. (6) Given the reactants [Cl:1][C:2]1[CH:3]=[C:4]([NH:10][S:11]([CH3:14])(=[O:13])=[O:12])[CH:5]=[CH:6][C:7]=1[C:8]#[N:9].[NH2:15][OH:16], predict the reaction product. The product is: [Cl:1][C:2]1[CH:3]=[C:4]([NH:10][S:11]([CH3:14])(=[O:13])=[O:12])[CH:5]=[CH:6][C:7]=1[C:8](=[N:15][OH:16])[NH2:9].